This data is from Full USPTO retrosynthesis dataset with 1.9M reactions from patents (1976-2016). The task is: Predict the reactants needed to synthesize the given product. Given the product [Br:1][C:2]1[C:11]2[C:6](=[C:7]([Cl:12])[CH:8]=[CH:9][CH:10]=2)[CH:5]=[CH:4][C:3]=1[CH3:13], predict the reactants needed to synthesize it. The reactants are: [Br:1][C:2]1[C:11]2[C:6](=[C:7]([Cl:12])[CH:8]=[CH:9][CH:10]=2)[CH:5]=[CH:4][C:3]=1[CH:13]=O.[OH-].[K+].O.NN.O.